Task: Regression/Classification. Given a drug SMILES string, predict its absorption, distribution, metabolism, or excretion properties. Task type varies by dataset: regression for continuous measurements (e.g., permeability, clearance, half-life) or binary classification for categorical outcomes (e.g., BBB penetration, CYP inhibition). Dataset: rlm.. Dataset: Rat liver microsome stability data (1) The molecule is NC(=O)c1cnc(N[C@@H]2CCCC[C@@H]2N)nc1Nc1cccc(-n2nccn2)c1. The result is 0 (unstable in rat liver microsomes). (2) The molecule is CCOC(=O)C1CCN(C(=O)Nc2ccc3c(c2)nc(C)n3C)CC1. The result is 1 (stable in rat liver microsomes). (3) The drug is O=c1ncn(Cc2ccc(Br)cc2F)c2ccc(Oc3ncccc3C(F)(F)F)cc12. The result is 0 (unstable in rat liver microsomes). (4) The drug is CCCOC(=O)c1ccc(Oc2c(-c3ccc(O)cc3O)n[nH]c2C)cc1. The result is 1 (stable in rat liver microsomes).